This data is from Reaction yield outcomes from USPTO patents with 853,638 reactions. The task is: Predict the reaction yield, written as a fraction of the theoretical maximum amount of product (1.0 means a 100% yield; for example, 0.34 means a 34% yield). (1) The reactants are [C:1]([O:5][C:6]([NH:8][C@H:9]([C:11]([OH:13])=O)[CH3:10])=[O:7])([CH3:4])([CH3:3])[CH3:2].Cl.CN(C)CCCN=C=NCC.C1C=NC2N(O)N=NC=2C=1.[F:36][C:37]1[CH:38]=[C:39]([NH:44][C:45]2[N:50]=[CH:49][CH:48]=[CH:47][N:46]=2)[C:40]([NH2:43])=[CH:41][CH:42]=1. The catalyst is C(Cl)Cl.CN(C=O)C.O. The product is [C:1]([O:5][C:6](=[O:7])[NH:8][C@H:9]([C:11](=[O:13])[NH:43][C:40]1[CH:41]=[CH:42][C:37]([F:36])=[CH:38][C:39]=1[NH:44][C:45]1[N:46]=[CH:47][CH:48]=[CH:49][N:50]=1)[CH3:10])([CH3:2])([CH3:3])[CH3:4]. The yield is 0.890. (2) The reactants are [CH3:1][O:2][C:3]1[CH:12]=[C:11]2[C:6]([C:7]([S:13][C:14]3[CH:19]=[CH:18][CH:17]=[CH:16][CH:15]=3)=[CH:8][CH:9]=[N:10]2)=[CH:5][CH:4]=1.C1C=C(Cl)C=C(C(OO)=[O:28])C=1.CO. The catalyst is C(Cl)Cl. The product is [CH3:1][O:2][C:3]1[CH:12]=[C:11]2[C:6]([C:7]([S:13]([C:14]3[CH:15]=[CH:16][CH:17]=[CH:18][CH:19]=3)=[O:28])=[CH:8][CH:9]=[N:10]2)=[CH:5][CH:4]=1. The yield is 0.940. (3) The catalyst is C1C=CC(/C=C/C(/C=C/C2C=CC=CC=2)=O)=CC=1.C1C=CC(/C=C/C(/C=C/C2C=CC=CC=2)=O)=CC=1.C1C=CC(/C=C/C(/C=C/C2C=CC=CC=2)=O)=CC=1.[Pd].[Pd].O1CCOCC1. The yield is 0.350. The product is [Br:15][C:13]1[CH:14]=[C:9]([NH:7][C:4]2[CH:3]=[C:2]([CH3:1])[NH:6][N:5]=2)[C:10](=[O:17])[N:11]([CH3:16])[CH:12]=1. The reactants are [CH3:1][C:2]1[NH:6][N:5]=[C:4]([NH2:7])[CH:3]=1.Br[C:9]1[C:10](=[O:17])[N:11]([CH3:16])[CH:12]=[C:13]([Br:15])[CH:14]=1.C(=O)([O-])[O-].[Cs+].[Cs+].CC1(C)C2C(=C(P(C3C=CC=CC=3)C3C=CC=CC=3)C=CC=2)OC2C(P(C3C=CC=CC=3)C3C=CC=CC=3)=CC=CC1=2. (4) The reactants are Br[CH:2]([C:7]1[C:8]([Cl:13])=[N:9][CH:10]=[CH:11][CH:12]=1)[C:3]([O:5][CH3:6])=[O:4].C(=O)(O)[O-].[Na+].[CH2:19]1[NH:24][CH2:23][CH2:22][N:21]2[CH2:25][CH2:26][CH2:27][C@H:20]12. The catalyst is CO. The product is [CH3:6][O:5][C:3](=[O:4])[CH:2]([C:7]1[C:8]([Cl:13])=[N:9][CH:10]=[CH:11][CH:12]=1)[N:24]1[CH2:23][CH2:22][N:21]2[CH2:25][CH2:26][CH2:27][C@@H:20]2[CH2:19]1. The yield is 0.454. (5) The reactants are C(OC([N:8]1[CH2:13][CH2:12][N:11]([CH2:14][C:15](=[O:23])[C:16]2[CH:21]=[CH:20][C:19]([CH3:22])=[CH:18][CH:17]=2)[CH2:10][CH2:9]1)=O)(C)(C)C.[ClH:24]. The catalyst is O1CCOCC1. The product is [ClH:24].[ClH:24].[N:11]1([CH2:14][C:15]([C:16]2[CH:21]=[CH:20][C:19]([CH3:22])=[CH:18][CH:17]=2)=[O:23])[CH2:12][CH2:13][NH:8][CH2:9][CH2:10]1. The yield is 0.880.